Dataset: Reaction yield outcomes from USPTO patents with 853,638 reactions. Task: Predict the reaction yield, written as a fraction of the theoretical maximum amount of product (1.0 means a 100% yield; for example, 0.34 means a 34% yield). The reactants are Br[C:2]1[CH:7]=[CH:6][C:5]([C:8]2[N:12]([CH2:13][C@@H:14]3[CH2:18][CH2:17][N:16]([C:19]([CH:21]4[CH2:23][CH2:22]4)=[O:20])[CH2:15]3)[C:11](=[O:24])[C:10]3([CH2:28][CH2:27][CH2:26][CH2:25]3)[N:9]=2)=[CH:4][CH:3]=1.[O:29]1[C:33]2[CH:34]=[CH:35][C:36](B(O)O)=[CH:37][C:32]=2[CH:31]=[CH:30]1. The catalyst is COCCOC.C1C=CC([P]([Pd]([P](C2C=CC=CC=2)(C2C=CC=CC=2)C2C=CC=CC=2)([P](C2C=CC=CC=2)(C2C=CC=CC=2)C2C=CC=CC=2)[P](C2C=CC=CC=2)(C2C=CC=CC=2)C2C=CC=CC=2)(C2C=CC=CC=2)C2C=CC=CC=2)=CC=1. The product is [O:29]1[C:33]2[CH:34]=[CH:35][C:36]([C:2]3[CH:7]=[CH:6][C:5]([C:8]4[N:12]([CH2:13][C@@H:14]5[CH2:18][CH2:17][N:16]([C:19]([CH:21]6[CH2:22][CH2:23]6)=[O:20])[CH2:15]5)[C:11](=[O:24])[C:10]5([CH2:25][CH2:26][CH2:27][CH2:28]5)[N:9]=4)=[CH:4][CH:3]=3)=[CH:37][C:32]=2[CH:31]=[CH:30]1. The yield is 0.490.